Dataset: Full USPTO retrosynthesis dataset with 1.9M reactions from patents (1976-2016). Task: Predict the reactants needed to synthesize the given product. The reactants are: [Br:1][C:2]1[CH:3]=[CH:4][C:5]([OH:20])=[C:6]([CH2:8][N:9]2[C:13]([CH3:14])=[CH:12][C:11]([C:15]([O:17]CC)=[O:16])=[N:10]2)[CH:7]=1.[OH-].[Na+].Br[CH2:24][C:25]1[CH:30]=[CH:29][C:28]([F:31])=[CH:27][C:26]=1[F:32].[OH-].[Li+].Cl. Given the product [Br:1][C:2]1[CH:3]=[CH:4][C:5]([O:20][CH2:24][C:25]2[CH:30]=[CH:29][C:28]([F:31])=[CH:27][C:26]=2[F:32])=[C:6]([CH2:8][N:9]2[C:13]([CH3:14])=[CH:12][C:11]([C:15]([OH:17])=[O:16])=[N:10]2)[CH:7]=1, predict the reactants needed to synthesize it.